From a dataset of Peptide-MHC class I binding affinity with 185,985 pairs from IEDB/IMGT. Regression. Given a peptide amino acid sequence and an MHC pseudo amino acid sequence, predict their binding affinity value. This is MHC class I binding data. (1) The peptide sequence is MSKSHAAYI. The MHC is HLA-A30:01 with pseudo-sequence HLA-A30:01. The binding affinity (normalized) is 1.00. (2) The peptide sequence is IISSKQYPA. The MHC is HLA-A02:02 with pseudo-sequence HLA-A02:02. The binding affinity (normalized) is 0.529. (3) The peptide sequence is TTDVKAAVI. The MHC is HLA-A32:01 with pseudo-sequence HLA-A32:01. The binding affinity (normalized) is 0. (4) The peptide sequence is RQNAAIEAL. The MHC is HLA-B27:03 with pseudo-sequence HLA-B27:03. The binding affinity (normalized) is 0.0847. (5) The peptide sequence is KVPGVKTVW. The MHC is HLA-A24:02 with pseudo-sequence HLA-A24:02. The binding affinity (normalized) is 0.0480.